This data is from Full USPTO retrosynthesis dataset with 1.9M reactions from patents (1976-2016). The task is: Predict the reactants needed to synthesize the given product. (1) Given the product [NH2:8][C:4]1[C:3]2[N:9]([CH2:10][CH2:11][C:12]([O:14][CH3:15])=[O:13])[C:27]([CH:26]([C:20]3[CH:21]=[CH:22][C:23]([Cl:25])=[CH:24][C:19]=3[Cl:18])[OH:31])=[N:1][C:2]=2[CH:7]=[CH:6][CH:5]=1, predict the reactants needed to synthesize it. The reactants are: [NH2:1][C:2]1[CH:7]=[CH:6][CH:5]=[C:4]([NH2:8])[C:3]=1[NH:9][CH2:10][CH2:11][C:12]([O:14][CH2:15]C)=[O:13].Cl.[Cl:18][C:19]1[CH:24]=[C:23]([Cl:25])[CH:22]=[CH:21][C:20]=1[CH:26]([OH:31])[C:27](=N)OC.O. (2) Given the product [O:1]1[C:5]2[CH:6]=[CH:7][C:8]([C:10]3([C:13]([NH:15][C:16]4[CH:21]=[CH:20][C:19]([CH2:22][CH:23]5[CH2:28][CH2:27][CH2:26][CH2:25][CH2:24]5)=[CH:18][N:17]=4)=[O:14])[CH2:11][CH2:12]3)=[CH:9][C:4]=2[O:3][CH2:2]1, predict the reactants needed to synthesize it. The reactants are: [O:1]1[C:5]2[CH:6]=[CH:7][C:8]([C:10]3([C:13]([NH:15][C:16]4[CH:21]=[CH:20][C:19]([CH2:22][C:23]5[CH:28]=[CH:27][CH:26]=[CH:25][CH:24]=5)=[CH:18][N:17]=4)=[O:14])[CH2:12][CH2:11]3)=[CH:9][C:4]=2[O:3][CH2:2]1.O1C2C=CC(C3(C(NC4C=CC(Br)=CN=4)=O)CC3)=CC=2OC1.[Br-].C1(C[Zn+])CCCCC1. (3) Given the product [Cl:1][C:2]1[CH:3]=[C:4]([NH:19][C:20]2[C:30]3[CH:29]=[C:28]([C:31]([OH:33])=[O:32])[CH2:27][CH2:26][NH:25][C:24]=3[N:23]=[CH:22][N:21]=2)[CH:5]=[CH:6][C:7]=1[O:8][C:9]1[CH:14]=[CH:13][CH:12]=[C:11]([C:15]([F:18])([F:17])[F:16])[CH:10]=1, predict the reactants needed to synthesize it. The reactants are: [Cl:1][C:2]1[CH:3]=[C:4]([NH:19][C:20]2[C:30]3[CH:29]=[C:28]([C:31]([O:33]C)=[O:32])[CH2:27][CH2:26][NH:25][C:24]=3[N:23]=[CH:22][N:21]=2)[CH:5]=[CH:6][C:7]=1[O:8][C:9]1[CH:14]=[CH:13][CH:12]=[C:11]([C:15]([F:18])([F:17])[F:16])[CH:10]=1.[OH-].[Na+].Cl.